From a dataset of Full USPTO retrosynthesis dataset with 1.9M reactions from patents (1976-2016). Predict the reactants needed to synthesize the given product. (1) Given the product [NH2:2][CH2:1][C:3]([C:6]1[CH:7]=[CH:8][C:9]([C:10]([NH:12][C:13]2[CH:18]=[C:17]([C:19]3[CH:24]=[CH:23][CH:22]=[CH:21][CH:20]=3)[N:16]3[N:25]=[C:26]([CH3:28])[CH:27]=[C:15]3[N:14]=2)=[O:11])=[CH:29][CH:30]=1)([CH3:4])[CH3:5], predict the reactants needed to synthesize it. The reactants are: [C:1]([C:3]([C:6]1[CH:30]=[CH:29][C:9]([C:10]([NH:12][C:13]2[CH:18]=[C:17]([C:19]3[CH:24]=[CH:23][CH:22]=[CH:21][CH:20]=3)[N:16]3[N:25]=[C:26]([CH3:28])[CH:27]=[C:15]3[N:14]=2)=[O:11])=[CH:8][CH:7]=1)([CH3:5])[CH3:4])#[N:2].[H][H]. (2) Given the product [N:4]1[C:5]2[C:10](=[CH:9][CH:8]=[CH:7][CH:6]=2)[N:11]=[CH:12][C:3]=1[CH2:2][P:16](=[O:20])([O:17][CH2:18][CH3:19])[O:15][CH2:13][CH3:14], predict the reactants needed to synthesize it. The reactants are: Br[CH2:2][C:3]1[CH:12]=[N:11][C:10]2[C:5](=[CH:6][CH:7]=[CH:8][CH:9]=2)[N:4]=1.[CH2:13]([O:15][P:16]([O:20]CC)[O:17][CH2:18][CH3:19])[CH3:14].